The task is: Predict the reactants needed to synthesize the given product.. This data is from Full USPTO retrosynthesis dataset with 1.9M reactions from patents (1976-2016). (1) The reactants are: [NH2:1][C:2]1[CH:7]=[N:6][C:5](Br)=[CH:4][N:3]=1.[Br:9][C:10]1[CH:15]=[CH:14][C:13](B(O)O)=[C:12]([F:19])[CH:11]=1. Given the product [Br:9][C:10]1[CH:15]=[CH:14][C:13]([C:10]2[CH:15]=[CH:14][C:13]([C:5]3[N:6]=[CH:7][C:2]([NH2:1])=[N:3][CH:4]=3)=[C:12]([F:19])[CH:11]=2)=[C:12]([F:19])[CH:11]=1, predict the reactants needed to synthesize it. (2) Given the product [CH3:1][C:2]([CH3:9])([CH:6]([CH3:8])[CH3:7])[CH2:3][CH:4]=[O:5], predict the reactants needed to synthesize it. The reactants are: [CH3:1][C:2]([CH3:9])([CH:6]([CH3:8])[CH3:7])[CH2:3][CH2:4][OH:5].CC(OI1(OC(C)=O)(OC(C)=O)OC(=O)C2C=CC=CC1=2)=O.[O-]S([O-])=O.[Na+].[Na+]. (3) Given the product [CH2:1]([O:8][C:9]1[C:14](=[O:15])[CH:13]=[CH:12][N:11]2[CH2:20][CH2:19][N:18]([CH2:22][C:23]3[CH:28]=[CH:27][C:26]([F:29])=[CH:25][CH:24]=3)[C:16](=[O:17])[C:10]=12)[C:2]1[CH:3]=[CH:4][CH:5]=[CH:6][CH:7]=1, predict the reactants needed to synthesize it. The reactants are: [CH2:1]([O:8][C:9]1[C:14](=[O:15])[CH:13]=[CH:12][NH:11][C:10]=1[C:16]([N:18]([CH2:22][C:23]1[CH:28]=[CH:27][C:26]([F:29])=[CH:25][CH:24]=1)[CH2:19][CH2:20]O)=[O:17])[C:2]1[CH:7]=[CH:6][CH:5]=[CH:4][CH:3]=1.S(Cl)(Cl)=O.N1C=CC=CC=1. (4) Given the product [F:35][C:26]([F:25])([F:34])[C:27](=[O:28])[CH:10]([CH3:11])[C:9]([C:6]1[CH:7]=[CH:8][C:3]([S:2][CH3:1])=[CH:4][CH:5]=1)=[O:12], predict the reactants needed to synthesize it. The reactants are: [CH3:1][S:2][C:3]1[CH:8]=[CH:7][C:6]([C:9](=[O:12])[CH2:10][CH3:11])=[CH:5][CH:4]=1.C[Si]([NH-])(C)C.C[Si]([NH-])(C)C.[Na+].[Na+].[F:25][C:26]([F:35])([F:34])[C:27](N1C=CN=C1)=[O:28]. (5) Given the product [CH2:1]([N:5]1[C:9](=[O:10])[C:8]([NH:32][C:23]2[CH:22]=[C:21]([CH3:20])[N:25]([C:26]3[CH:27]=[CH:28][CH:29]=[CH:30][CH:31]=3)[N:24]=2)=[C:7]([C:12]2[CH:17]=[CH:16][CH:15]=[CH:14][CH:13]=2)[S:6]1(=[O:19])=[O:18])[CH2:2][CH2:3][CH3:4], predict the reactants needed to synthesize it. The reactants are: [CH2:1]([N:5]1[C:9](=[O:10])[C:8](Cl)=[C:7]([C:12]2[CH:17]=[CH:16][CH:15]=[CH:14][CH:13]=2)[S:6]1(=[O:19])=[O:18])[CH2:2][CH2:3][CH3:4].[CH3:20][C:21]1[N:25]([C:26]2[CH:31]=[CH:30][CH:29]=[CH:28][CH:27]=2)[N:24]=[C:23]([NH2:32])[CH:22]=1. (6) The reactants are: Br[C:2]1[CH:3]=[CH:4][C:5]2[C:6]3[CH2:15][N:14]([C:16]([O:18][C:19]([CH3:22])([CH3:21])[CH3:20])=[O:17])[CH:13]([CH3:23])[CH2:12][C:7]=3[N:8]([CH3:11])[C:9]=2[CH:10]=1.[Cl:24][C:25]1[CH:39]=[CH:38][C:28]([CH2:29][CH2:30][N:31]2[CH2:36][CH2:35][NH:34][C:33](=[O:37])[CH2:32]2)=[CH:27][CH:26]=1. Given the product [Cl:24][C:25]1[CH:26]=[CH:27][C:28]([CH2:29][CH2:30][N:31]2[CH2:36][CH2:35][N:34]([C:2]3[CH:3]=[CH:4][C:5]4[C:6]5[CH2:15][N:14]([C:16]([O:18][C:19]([CH3:22])([CH3:21])[CH3:20])=[O:17])[CH:13]([CH3:23])[CH2:12][C:7]=5[N:8]([CH3:11])[C:9]=4[CH:10]=3)[C:33](=[O:37])[CH2:32]2)=[CH:38][CH:39]=1, predict the reactants needed to synthesize it. (7) Given the product [CH3:35][C:29]1[CH:30]=[C:31]([CH3:34])[CH:32]=[CH:33][C:28]=1[N:25]1[CH2:26][CH2:27][N:22]([C:18]2[CH:17]=[C:16]([CH:11]3[C:10]([CH3:37])([CH3:36])[CH2:9][C:8]4[C:13](=[CH:14][CH:15]=[C:6]([C:4]([OH:5])=[O:3])[CH:7]=4)[NH:12]3)[CH:21]=[CH:20][CH:19]=2)[CH2:23][CH2:24]1, predict the reactants needed to synthesize it. The reactants are: C([O:3][C:4]([C:6]1[CH:7]=[C:8]2[C:13](=[CH:14][CH:15]=1)[NH:12][CH:11]([C:16]1[CH:21]=[CH:20][CH:19]=[C:18]([N:22]3[CH2:27][CH2:26][N:25]([C:28]4[CH:33]=[CH:32][C:31]([CH3:34])=[CH:30][C:29]=4[CH3:35])[CH2:24][CH2:23]3)[CH:17]=1)[C:10]([CH3:37])([CH3:36])[CH2:9]2)=[O:5])C.O.[OH-].[Li+].O.Cl. (8) Given the product [Cl:20][C:16]1[CH:15]=[C:14]([C:12]2[CH:11]=[CH:10][N:9]=[C:8]([NH:6][CH:1]3[CH2:5][CH2:4][CH2:3][CH2:2]3)[N:13]=2)[CH:19]=[CH:18][N:17]=1, predict the reactants needed to synthesize it. The reactants are: [CH:1]1([NH2:6])[CH2:5][CH2:4][CH2:3][CH2:2]1.Cl[C:8]1[N:13]=[C:12]([C:14]2[CH:19]=[CH:18][N:17]=[C:16]([Cl:20])[CH:15]=2)[CH:11]=[CH:10][N:9]=1. (9) The reactants are: [Si]([O:8][CH2:9][C:10]1[N:15]=[C:14]([C:16]2[CH:26]=[CH:25][C:19]([C:20]([N:22]([CH3:24])[CH3:23])=[O:21])=[CH:18][CH:17]=2)[CH:13]=[CH:12][CH:11]=1)(C(C)(C)C)(C)C.F.F.F.C(N(CC)CC)C. Given the product [OH:8][CH2:9][C:10]1[N:15]=[C:14]([C:16]2[CH:26]=[CH:25][C:19]([C:20]([N:22]([CH3:24])[CH3:23])=[O:21])=[CH:18][CH:17]=2)[CH:13]=[CH:12][CH:11]=1, predict the reactants needed to synthesize it.